This data is from NCI-60 drug combinations with 297,098 pairs across 59 cell lines. The task is: Regression. Given two drug SMILES strings and cell line genomic features, predict the synergy score measuring deviation from expected non-interaction effect. (1) Drug 1: CC12CCC3C(C1CCC2=O)CC(=C)C4=CC(=O)C=CC34C. Drug 2: C1=CN(C=N1)CC(O)(P(=O)(O)O)P(=O)(O)O. Cell line: SF-268. Synergy scores: CSS=7.42, Synergy_ZIP=-14.2, Synergy_Bliss=-24.9, Synergy_Loewe=-23.8, Synergy_HSA=-23.7. (2) Drug 1: C1=CC(=CC=C1C#N)C(C2=CC=C(C=C2)C#N)N3C=NC=N3. Drug 2: CC1=C(C=C(C=C1)NC(=O)C2=CC=C(C=C2)CN3CCN(CC3)C)NC4=NC=CC(=N4)C5=CN=CC=C5. Cell line: HCT116. Synergy scores: CSS=-11.7, Synergy_ZIP=3.36, Synergy_Bliss=-4.90, Synergy_Loewe=-12.5, Synergy_HSA=-13.1. (3) Drug 1: C1CCN(CC1)CCOC2=CC=C(C=C2)C(=O)C3=C(SC4=C3C=CC(=C4)O)C5=CC=C(C=C5)O. Drug 2: CC1=C2C(C(=O)C3(C(CC4C(C3C(C(C2(C)C)(CC1OC(=O)C(C(C5=CC=CC=C5)NC(=O)C6=CC=CC=C6)O)O)OC(=O)C7=CC=CC=C7)(CO4)OC(=O)C)O)C)OC(=O)C. Cell line: NCIH23. Synergy scores: CSS=46.6, Synergy_ZIP=5.65, Synergy_Bliss=6.69, Synergy_Loewe=-38.0, Synergy_HSA=3.57. (4) Drug 1: CCC1=CC2CC(C3=C(CN(C2)C1)C4=CC=CC=C4N3)(C5=C(C=C6C(=C5)C78CCN9C7C(C=CC9)(C(C(C8N6C)(C(=O)OC)O)OC(=O)C)CC)OC)C(=O)OC.C(C(C(=O)O)O)(C(=O)O)O. Drug 2: CCC1(CC2CC(C3=C(CCN(C2)C1)C4=CC=CC=C4N3)(C5=C(C=C6C(=C5)C78CCN9C7C(C=CC9)(C(C(C8N6C)(C(=O)OC)O)OC(=O)C)CC)OC)C(=O)OC)O.OS(=O)(=O)O. Cell line: SK-MEL-2. Synergy scores: CSS=67.1, Synergy_ZIP=-0.302, Synergy_Bliss=-1.96, Synergy_Loewe=-0.156, Synergy_HSA=2.43. (5) Drug 1: C1CN(CCN1C(=O)CCBr)C(=O)CCBr. Drug 2: C1=NNC2=C1C(=O)NC=N2. Cell line: BT-549. Synergy scores: CSS=17.0, Synergy_ZIP=-3.33, Synergy_Bliss=1.05, Synergy_Loewe=0.151, Synergy_HSA=1.53. (6) Drug 1: CC12CCC3C(C1CCC2=O)CC(=C)C4=CC(=O)C=CC34C. Drug 2: CC1C(C(CC(O1)OC2CC(OC(C2O)C)OC3=CC4=CC5=C(C(=O)C(C(C5)C(C(=O)C(C(C)O)O)OC)OC6CC(C(C(O6)C)O)OC7CC(C(C(O7)C)O)OC8CC(C(C(O8)C)O)(C)O)C(=C4C(=C3C)O)O)O)O. Cell line: LOX IMVI. Synergy scores: CSS=46.5, Synergy_ZIP=5.18, Synergy_Bliss=5.40, Synergy_Loewe=6.12, Synergy_HSA=6.19.